This data is from Reaction yield outcomes from USPTO patents with 853,638 reactions. The task is: Predict the reaction yield, written as a fraction of the theoretical maximum amount of product (1.0 means a 100% yield; for example, 0.34 means a 34% yield). (1) The reactants are C([SiH](CC)CC)C.[CH2:8]([O:10][C:11]([C:13]1[NH:14][CH:15]=[C:16]([C:18](=O)[CH2:19][C:20]2[CH:25]=[CH:24][C:23]([Cl:26])=[CH:22][CH:21]=2)[CH:17]=1)=[O:12])[CH3:9]. The catalyst is FC(F)(F)C(O)=O. The product is [CH2:8]([O:10][C:11]([C:13]1[NH:14][CH:15]=[C:16]([CH2:18][CH2:19][C:20]2[CH:21]=[CH:22][C:23]([Cl:26])=[CH:24][CH:25]=2)[CH:17]=1)=[O:12])[CH3:9]. The yield is 0.426. (2) The reactants are Br[C:2]1[CH:3]=[C:4]2[C:8](=[N:9][CH:10]=1)[NH:7][C:6](=[O:11])[CH2:5]2.[CH3:12][CH2:13][O:14][C:15]([CH3:17])=O. The catalyst is O.[Cl-].C([N+](CC)(CC)CC)C.C(#N)C.[F-].[K+]. The product is [O:14]1[CH:15]=[CH:17][CH:12]=[C:13]1[C:2]1[CH:3]=[C:4]2[C:8](=[N:9][CH:10]=1)[NH:7][C:6](=[O:11])[CH2:5]2. The yield is 0.360. (3) The reactants are [CH2:1]([O:3][C:4](=[O:23])[C:5]1[CH:10]=[CH:9][C:8]([NH:11][C:12](=[O:22])[C:13]2[CH:18]=[CH:17][CH:16]=[C:15]([N+:19]([O-])=O)[CH:14]=2)=[CH:7][CH:6]=1)[CH3:2].[Sn].Cl. The catalyst is C1COCC1. The product is [CH2:1]([O:3][C:4](=[O:23])[C:5]1[CH:6]=[CH:7][C:8]([NH:11][C:12](=[O:22])[C:13]2[CH:18]=[CH:17][CH:16]=[C:15]([NH2:19])[CH:14]=2)=[CH:9][CH:10]=1)[CH3:2]. The yield is 0.800.